From a dataset of Full USPTO retrosynthesis dataset with 1.9M reactions from patents (1976-2016). Predict the reactants needed to synthesize the given product. (1) Given the product [C:1]([O:4][CH2:5][C:6]1[N:18]([C:19]2[CH:27]=[CH:26][CH:25]=[C:21]([C:22]([NH2:24])=[O:23])[CH:20]=2)[C:10](=[O:16])[CH:9]=[C:8]([OH:13])[CH:7]=1)(=[O:3])[CH3:2], predict the reactants needed to synthesize it. The reactants are: [C:1]([O:4][CH2:5][C:6](=O)[CH2:7][C:8]1[O:13]C(C)(C)O[C:10](=[O:16])[CH:9]=1)(=[O:3])[CH3:2].[NH2:18][C:19]1[CH:20]=[C:21]([CH:25]=[CH:26][CH:27]=1)[C:22]([NH2:24])=[O:23].CS(O)(=O)=O. (2) Given the product [Br:3][C:4]1[CH:5]=[C:6]([C:10]2[CH:11]=[C:12]([O:19][CH2:17][CH3:18])[N:13]=[N:14][CH:15]=2)[CH:7]=[CH:8][CH:9]=1, predict the reactants needed to synthesize it. The reactants are: [Na].O.[Br:3][C:4]1[CH:5]=[C:6]([C:10]2[CH:11]=[C:12](Cl)[N:13]=[N:14][CH:15]=2)[CH:7]=[CH:8][CH:9]=1.[CH2:17]([OH:19])[CH3:18]. (3) Given the product [C:1]([O:7][CH:8]1[CH2:13][CH2:12][C:11]([OH:17])([CH3:14])[CH2:10][CH2:9]1)(=[O:6])[C:2]([CH3:5])([CH3:4])[CH3:3], predict the reactants needed to synthesize it. The reactants are: [C:1]([O:7][CH:8]1[CH2:13][CH2:12][CH:11]([CH3:14])[CH2:10][CH2:9]1)(=[O:6])[C:2]([CH3:5])([CH3:4])[CH3:3].C(O)(=[O:17])C. (4) Given the product [CH2:15]([O:17][C:18]([C:20]1([CH2:36][O:14][C:11]2[CH:12]=[CH:13][C:8]([C:5]3[N:4]=[CH:3][C:2]([Cl:1])=[CH:7][N:6]=3)=[CH:9][CH:10]=2)[CH2:24][CH2:23][N:22]([C:25](=[O:35])[C:26]2[CH:31]=[CH:30][CH:29]=[CH:28][C:27]=2[O:32][CH2:33][CH3:34])[CH2:21]1)=[O:19])[CH3:16], predict the reactants needed to synthesize it. The reactants are: [Cl:1][C:2]1[CH:3]=[N:4][C:5]([C:8]2[CH:13]=[CH:12][C:11]([OH:14])=[CH:10][CH:9]=2)=[N:6][CH:7]=1.[CH2:15]([O:17][C:18]([C:20]1([CH2:36]I)[CH2:24][CH2:23][N:22]([C:25](=[O:35])[C:26]2[CH:31]=[CH:30][CH:29]=[CH:28][C:27]=2[O:32][CH2:33][CH3:34])[CH2:21]1)=[O:19])[CH3:16]. (5) Given the product [NH2:26][CH:13]1[C:14]2[CH:25]=[CH:24][CH:23]=[CH:22][C:15]=2[C:16]2[CH:21]=[CH:20][CH:19]=[N:18][C:17]=2[N:11]([CH2:10][CH2:9][O:8][Si:1]([C:4]([CH3:6])([CH3:5])[CH3:7])([CH3:2])[CH3:3])[C:12]1=[O:28], predict the reactants needed to synthesize it. The reactants are: [Si:1]([O:8][CH2:9][CH2:10][N:11]1[C:17]2[N:18]=[CH:19][CH:20]=[CH:21][C:16]=2[C:15]2[CH:22]=[CH:23][CH:24]=[CH:25][C:14]=2[C:13](=[N:26]O)[C:12]1=[O:28])([C:4]([CH3:7])([CH3:6])[CH3:5])([CH3:3])[CH3:2].[H][H]. (6) Given the product [CH3:1][O:2][C:3]1[CH:4]=[CH:5][C:6]([CH2:7][N:8]([C:22]2[S:23][CH:24]=[CH:25][N:26]=2)[S:9]([C:12]2[CH:13]=[CH:14][C:15]3[N:20]([C:30]4[CH:35]=[CH:34][CH:33]=[CH:32][C:31]=4[O:36][CH2:37][O:38][CH3:39])[CH2:19][CH2:18][O:17][C:16]=3[CH:21]=2)(=[O:11])=[O:10])=[CH:27][CH:28]=1, predict the reactants needed to synthesize it. The reactants are: [CH3:1][O:2][C:3]1[CH:28]=[CH:27][C:6]([CH2:7][N:8]([C:22]2[S:23][CH:24]=[CH:25][N:26]=2)[S:9]([C:12]2[CH:13]=[CH:14][C:15]3[NH:20][CH2:19][CH2:18][O:17][C:16]=3[CH:21]=2)(=[O:11])=[O:10])=[CH:5][CH:4]=1.Br[C:30]1[CH:35]=[CH:34][CH:33]=[CH:32][C:31]=1[O:36][CH2:37][O:38][CH3:39].CC1(C)C2C(=C(P(C3C=CC=CC=3)C3C=CC=CC=3)C=CC=2)OC2C(P(C3C=CC=CC=3)C3C=CC=CC=3)=CC=CC1=2.CC(C)([O-])C.[Na+]. (7) The reactants are: FC(F)(F)C(O)=O.[Cl:8][C:9]1[N:10]=[CH:11][N:12]([C:14]2[CH:19]=[CH:18][C:17]([NH:20][C:21]3[N:38]=[C:24]4[CH:25]([C:31]5[CH:36]=[CH:35][C:34]([F:37])=[CH:33][CH:32]=5)[CH2:26]C(=O)[CH2:28][CH2:29][N:23]4[N:22]=3)=[CH:16][C:15]=2[O:39][CH3:40])[CH:13]=1.[CH:41]([O:46][CH3:47])([O:44][CH3:45])OC.S(O)(C1C=CC(C)=CC=1)(=O)=O. Given the product [Cl:8][C:9]1[N:10]=[CH:11][N:12]([C:14]2[CH:19]=[CH:18][C:17]([NH:20][C:21]3[N:38]=[C:24]4[CH:25]([C:31]5[CH:36]=[CH:35][C:34]([F:37])=[CH:33][CH:32]=5)[CH2:26][C:41]([O:44][CH3:45])([O:46][CH3:47])[CH2:28][CH2:29][N:23]4[N:22]=3)=[CH:16][C:15]=2[O:39][CH3:40])[CH:13]=1, predict the reactants needed to synthesize it. (8) Given the product [CH3:34][C:29]1[C:28]([O:27][C:3]2[C:2]([S:51][C:49]3[CH:48]=[CH:47][N:46]=[C:45]4[CH:44]=[CH:43][S:42][C:50]=34)=[CH:7][N:6]=[C:5]([NH:8][C:9]3[S:10][CH:11]=[C:12]([CH:14]4[CH2:19][CH2:18][N:17]([C:20]([O:22][C:23]([CH3:26])([CH3:25])[CH3:24])=[O:21])[CH2:16][CH2:15]4)[N:13]=3)[CH:4]=2)=[CH:33][CH:32]=[CH:31][N:30]=1, predict the reactants needed to synthesize it. The reactants are: Br[C:2]1[C:3]([O:27][C:28]2[C:29]([CH3:34])=[N:30][CH:31]=[CH:32][CH:33]=2)=[CH:4][C:5]([NH:8][C:9]2[S:10][CH:11]=[C:12]([CH:14]3[CH2:19][CH2:18][N:17]([C:20]([O:22][C:23]([CH3:26])([CH3:25])[CH3:24])=[O:21])[CH2:16][CH2:15]3)[N:13]=2)=[N:6][CH:7]=1.C[Li].C([Li])CCC.[S:42]1[C:50]2[C:45](=[N:46][CH:47]=[CH:48][C:49]=2[S:51][S:51][C:49]2[CH:48]=[CH:47][N:46]=[C:45]3[CH:44]=[CH:43][S:42][C:50]=23)[CH:44]=[CH:43]1. (9) Given the product [CH2:1]([O:3][C:4]([C:5]1[NH:15][C:8]2[C:7]([CH:6]=1)=[CH:12][CH:11]=[C:10]([C:13]#[N:14])[CH:9]=2)=[O:19])[CH3:2], predict the reactants needed to synthesize it. The reactants are: [CH2:1]([O:3][C:4](=[O:19])[C:5](=O)[CH2:6][C:7]1[CH:12]=[CH:11][C:10]([C:13]#[N:14])=[CH:9][C:8]=1[N+:15]([O-])=O)[CH3:2].[H][H]. (10) Given the product [CH3:12][O:13][C:14]1[CH:15]=[C:16]([CH3:35])[C:17]([S:21]([N:24]2[CH2:29][CH2:28][N:27]3[CH:30]=[CH:31][CH:32]=[C:26]3[CH:25]2[CH2:33][O:34][CH2:2][C:3]([OH:5])=[O:4])(=[O:22])=[O:23])=[C:18]([CH3:20])[CH:19]=1, predict the reactants needed to synthesize it. The reactants are: Br[CH2:2][C:3]([O:5]C(C)(C)C)=[O:4].[OH-].[K+].[CH3:12][O:13][C:14]1[CH:19]=[C:18]([CH3:20])[C:17]([S:21]([N:24]2[CH2:29][CH2:28][N:27]3[CH:30]=[CH:31][CH:32]=[C:26]3[CH:25]2[CH2:33][OH:34])(=[O:23])=[O:22])=[C:16]([CH3:35])[CH:15]=1.[H-].[Na+].C(OC(=O)CBr)C.